From a dataset of Forward reaction prediction with 1.9M reactions from USPTO patents (1976-2016). Predict the product of the given reaction. (1) Given the reactants [Br:1][C:2]1[C:3]([N:10]([CH:12]2[CH2:17][CH2:16][O:15][CH2:14][CH2:13]2)[NH2:11])=[N:4][C:5]([C:8]#[N:9])=[N:6][CH:7]=1.[Br:18][CH2:19][C:20]1[CH:28]=[CH:27][C:23]([C:24](Br)=[O:25])=[CH:22][CH:21]=1.CCN(C(C)C)C(C)C, predict the reaction product. The product is: [Br:1][C:2]1[C:3]([N:10]([CH:12]2[CH2:17][CH2:16][O:15][CH2:14][CH2:13]2)[NH:11][C:24](=[O:25])[C:23]2[CH:27]=[CH:28][C:20]([CH2:19][Br:18])=[CH:21][CH:22]=2)=[N:4][C:5]([C:8]#[N:9])=[N:6][CH:7]=1. (2) Given the reactants [Br:1][C:2]1[CH:10]=[C:9]2[C:5]([C:6]([CH3:11])=[N:7][NH:8]2)=[CH:4][CH:3]=1.C(N(CC)CC)C.[C:19](O[C:19]([O:21][C:22]([CH3:25])([CH3:24])[CH3:23])=[O:20])([O:21][C:22]([CH3:25])([CH3:24])[CH3:23])=[O:20], predict the reaction product. The product is: [Br:1][C:2]1[CH:10]=[C:9]2[C:5]([C:6]([CH3:11])=[N:7][N:8]2[C:19]([O:21][C:22]([CH3:25])([CH3:24])[CH3:23])=[O:20])=[CH:4][CH:3]=1.